From a dataset of Ames mutagenicity test results for genotoxicity prediction. Regression/Classification. Given a drug SMILES string, predict its toxicity properties. Task type varies by dataset: regression for continuous values (e.g., LD50, hERG inhibition percentage) or binary classification for toxic/non-toxic outcomes (e.g., AMES mutagenicity, cardiotoxicity, hepatotoxicity). Dataset: ames. (1) The molecule is c1ccc2cc3c(ccc4c5ccccc5ccc34)cc2c1. The result is 0 (non-mutagenic). (2) The molecule is O=[N+]([O-])c1cc([N+](=O)[O-])c(Nc2c([N+](=O)[O-])cc([N+](=O)[O-])cc2[N+](=O)[O-])c([N+](=O)[O-])c1. The result is 1 (mutagenic). (3) The compound is O=C1CC(=O)c2ccccc2C1=O. The result is 1 (mutagenic).